From a dataset of Cav3 T-type calcium channel HTS with 100,875 compounds. Binary Classification. Given a drug SMILES string, predict its activity (active/inactive) in a high-throughput screening assay against a specified biological target. (1) The compound is O=NN(CC(N(N=O)CCC(C)C)Cc1ccccc1)C(Cc1ccccc1)CN(N=O)C. The result is 0 (inactive). (2) The compound is S1(=O)(=O)NC(c2ccc(cc2)C)C(=N1)N. The result is 0 (inactive). (3) The result is 0 (inactive). The drug is O1N=C(CC1Cn1nc(cc1C(=O)NCc1occc1)c1ccccc1)c1cccnc1. (4) The compound is o1c2c(nc1/N=C(\NC(=O)c1c(OC)cccc1)NC(=O)c1c(OC)cccc1)cccc2. The result is 0 (inactive).